Predict the product of the given reaction. From a dataset of Forward reaction prediction with 1.9M reactions from USPTO patents (1976-2016). Given the reactants N1C=C2C(N=CN2)=NC=1.[Cl:10][C:11]1[N:19]=[C:18]2[C:14]([NH:15][CH:16]=[N:17]2)=[C:13]([Cl:20])[N:12]=1.[CH3:21][C:22]1[CH:27]=[CH:26][C:25](B(O)O)=[CH:24][CH:23]=1.C(N(CC)CC)C, predict the reaction product. The product is: [Cl:10][C:11]1[N:19]=[C:18]2[C:14]([N:15]=[CH:16][N:17]2[C:25]2[CH:26]=[CH:27][C:22]([CH3:21])=[CH:23][CH:24]=2)=[C:13]([Cl:20])[N:12]=1.